Predict the reaction yield, written as a fraction of the theoretical maximum amount of product (1.0 means a 100% yield; for example, 0.34 means a 34% yield). From a dataset of Reaction yield outcomes from USPTO patents with 853,638 reactions. The reactants are [H-].[Al+3].[Li+].[H-].[H-].[H-].[C:7]([O:11][C:12]([N:14]1[CH2:17][CH:16]([C:18](OC)=[O:19])[CH2:15]1)=[O:13])([CH3:10])([CH3:9])[CH3:8].O.[OH-].[Na+]. The catalyst is O1CCCC1. The product is [OH:19][CH2:18][CH:16]1[CH2:17][N:14]([C:12]([O:11][C:7]([CH3:10])([CH3:9])[CH3:8])=[O:13])[CH2:15]1. The yield is 0.953.